This data is from Full USPTO retrosynthesis dataset with 1.9M reactions from patents (1976-2016). The task is: Predict the reactants needed to synthesize the given product. (1) Given the product [Br:17][C:14]1[N:13]=[CH:12][C:11]([N:5]2[CH2:6][CH:7]3[N:2]([CH3:1])[CH:3]([CH2:10][CH2:9][CH2:8]3)[CH2:4]2)=[CH:16][CH:15]=1, predict the reactants needed to synthesize it. The reactants are: [CH3:1][N:2]1[CH:7]2[CH2:8][CH2:9][CH2:10][CH:3]1[CH2:4][N:5]([C:11]1[CH:12]=[N:13][CH:14]=[CH:15][CH:16]=1)[CH2:6]2.[Br:17]N1C(=O)CCC1=O. (2) Given the product [Cl:16][C:17]1[N:18]=[CH:19][CH:20]=[C:21]2[C:26]=1[N:25]=[CH:24][C:23]([O:6][CH2:7][C:8]([F:13])([F:12])[CH:9]([F:11])[F:10])=[CH:22]2, predict the reactants needed to synthesize it. The reactants are: FC(F)(F)S([O:6][CH2:7][C:8]([F:13])([F:12])[CH:9]([F:11])[F:10])(=O)=O.[Cl:16][C:17]1[N:18]=[CH:19][CH:20]=[C:21]2[C:26]=1[N:25]=[CH:24][C:23](O)=[CH:22]2.C(=O)([O-])[O-].[K+].[K+]. (3) Given the product [Br:1][C:2]1[CH:13]=[CH:12][C:5]([C:6](=[O:7])[CH2:15][CH3:16])=[C:4]([F:14])[CH:3]=1, predict the reactants needed to synthesize it. The reactants are: [Br:1][C:2]1[CH:13]=[CH:12][C:5]([C:6](N(OC)C)=[O:7])=[C:4]([F:14])[CH:3]=1.[CH2:15]([Mg]Br)[CH3:16]. (4) The reactants are: N[C:2]1[CH:26]=[CH:25][C:5]2[C:6]3[CH:12]=[C:11]([S:13]([NH:16][C@H:17]([CH:22]([CH3:24])[CH3:23])[C:18]([O:20][CH3:21])=[O:19])(=[O:15])=[O:14])[CH:10]=[CH:9][C:7]=3[O:8][C:4]=2[CH:3]=1.Cl.N([O-])=O.[Na+].[I-:32].[Na+]. Given the product [I:32][C:2]1[CH:26]=[CH:25][C:5]2[C:6]3[CH:12]=[C:11]([S:13]([NH:16][C@H:17]([CH:22]([CH3:24])[CH3:23])[C:18]([O:20][CH3:21])=[O:19])(=[O:15])=[O:14])[CH:10]=[CH:9][C:7]=3[O:8][C:4]=2[CH:3]=1, predict the reactants needed to synthesize it.